Dataset: Forward reaction prediction with 1.9M reactions from USPTO patents (1976-2016). Task: Predict the product of the given reaction. (1) The product is: [CH:1]1([C:4]2[N:8]([CH2:9][C:10]3[C:11]([F:20])=[CH:12][C:13]([O:17][CH2:18][CH3:19])=[CH:14][C:15]=3[F:16])[N:7]=[C:6]([C:21]3[N:26]=[C:25]([NH:27][C:28]4[CH:29]=[CH:30][N:31]=[CH:32][CH:33]=4)[C:24]([O:34][CH2:43][CH2:44][N:45]([CH3:47])[CH3:46])=[CH:23][N:22]=3)[C:5]=2[CH3:35])[CH2:3][CH2:2]1. Given the reactants [CH:1]1([C:4]2[N:8]([CH2:9][C:10]3[C:15]([F:16])=[CH:14][C:13]([O:17][CH2:18][CH3:19])=[CH:12][C:11]=3[F:20])[N:7]=[C:6]([C:21]3[N:26]=[C:25]([NH:27][C:28]4[CH:33]=[CH:32][N:31]=[CH:30][CH:29]=4)[C:24]([OH:34])=[CH:23][N:22]=3)[C:5]=2[CH3:35])[CH2:3][CH2:2]1.C(=O)([O-])[O-].[K+].[K+].Cl[CH2:43][CH2:44][N:45]([CH3:47])[CH3:46].CC(=O)CC, predict the reaction product. (2) Given the reactants [CH2:1]([O:4][C:5](Cl)=[O:6])[CH2:2]Cl.Cl.[Br:9][C:10]1[CH:15]=[CH:14][C:13]([CH2:16][NH2:17])=[C:12]([F:18])[CH:11]=1.C(N(CC)CC)C.CC(C)([O-])C.[K+], predict the reaction product. The product is: [Br:9][C:10]1[CH:15]=[CH:14][C:13]([CH2:16][N:17]2[CH2:2][CH2:1][O:4][C:5]2=[O:6])=[C:12]([F:18])[CH:11]=1.